Dataset: Catalyst prediction with 721,799 reactions and 888 catalyst types from USPTO. Task: Predict which catalyst facilitates the given reaction. (1) Reactant: NC[C@H](O)C.C(OC(=O)C[C@H](CC=C)C(O)=O)(C)(C)C.[C:21]([OH:27])(=[O:26])[CH2:22][CH2:23][CH:24]=[CH2:25].O[C@H:29]([CH3:46])[CH2:30][NH:31][C:32]([C@@H:34]([CH2:43][CH:44]=[CH2:45])[CH2:35][C:36]([O:38][C:39]([CH3:42])([CH3:41])[CH3:40])=[O:37])=[O:33]. Product: [C:21]([O:27][C@H:29]([CH3:46])[CH2:30][NH:31][C:32]([C@@H:34]([CH2:43][CH:44]=[CH2:45])[CH2:35][C:36]([O:38][C:39]([CH3:41])([CH3:40])[CH3:42])=[O:37])=[O:33])(=[O:26])[CH2:22][CH2:23][CH:24]=[CH2:25]. The catalyst class is: 3. (2) Reactant: [F:1][C:2]1[CH:7]=[CH:6][C:5]([F:8])=[CH:4][C:3]=1[S:9][CH2:10][CH2:11][C:12]([OH:14])=O.C(Cl)(=O)C([Cl:18])=O.CN(C=O)C. Product: [F:1][C:2]1[CH:7]=[CH:6][C:5]([F:8])=[CH:4][C:3]=1[S:9][CH2:10][CH2:11][C:12]([Cl:18])=[O:14]. The catalyst class is: 4. (3) Reactant: [NH2:1][C:2]1[CH:3]=[C:4]2[C:9](=[CH:10][CH:11]=1)[N:8]=[CH:7][C:6]([C:12]#[N:13])=[C:5]2[NH:14][C:15]1[CH:20]=[CH:19][C:18]([F:21])=[C:17]([Cl:22])[CH:16]=1.[O:23]1[CH2:28][CH2:27][N:26]([S:29]([C:32]2[CH:39]=[CH:38][C:35]([CH:36]=O)=[CH:34][CH:33]=2)(=[O:31])=[O:30])[CH2:25][CH2:24]1.[BH3-]C#N.[Na+]. Product: [O:23]1[CH2:28][CH2:27][N:26]([S:29]([C:32]2[CH:39]=[CH:38][C:35]([CH2:36][NH:1][C:2]3[CH:3]=[C:4]4[C:9](=[CH:10][CH:11]=3)[N:8]=[CH:7][C:6]([C:12]#[N:13])=[C:5]4[NH:14][C:15]3[CH:20]=[CH:19][C:18]([F:21])=[C:17]([Cl:22])[CH:16]=3)=[CH:34][CH:33]=2)(=[O:31])=[O:30])[CH2:25][CH2:24]1. The catalyst class is: 14. (4) Reactant: [O:1]1[CH2:6][CH2:5][N:4]([CH2:7][CH2:8][O:9][C:10]2[C:18]3[C:13](=[CH:14][CH:15]=[C:16]([NH2:19])[CH:17]=3)[NH:12][N:11]=2)[CH2:3][CH2:2]1.[CH3:20][C:21]1[CH:22]=[CH:23][C:24](S(O)(=O)=O)=[CH:25][CH:26]=1.[CH3:31][N:32]([CH:34]=[O:35])C. Product: [NH2:11][C:10]1[C:22]2[C:21](=[CH:26][CH:25]=[CH:24][CH:23]=2)[C:20]([O:35][C:34]2[CH:2]=[CH:3][N:4]=[C:31]([NH:19][C:16]3[CH:17]=[C:18]4[C:13](=[CH:14][CH:15]=3)[NH:12][N:11]=[C:10]4[O:9][CH2:8][CH2:7][N:4]3[CH2:5][CH2:6][O:1][CH2:2][CH2:3]3)[N:32]=2)=[CH:17][CH:18]=1. The catalyst class is: 1. (5) Reactant: [Cl:1][C:2]1[CH:7]=[C:6]([Cl:8])[CH:5]=[CH:4][C:3]=1[C:9]1[CH:14]=[CH:13][C:12]([CH2:15][CH3:16])=[C:11]([CH:17]2[C:19]3([C:23](=[O:24])[C:22]([CH3:26])([CH3:25])[O:21][C:20]3([CH3:28])[CH3:27])[O:18]2)[CH:10]=1.O.C1(C)C=CC(S(O)(=O)=O)=CC=1. Product: [Cl:1][C:2]1[CH:7]=[C:6]([Cl:8])[CH:5]=[CH:4][C:3]=1[C:9]1[CH:14]=[CH:13][C:12]([CH2:15][CH3:16])=[C:11]([CH:17]2[C:23](=[O:24])[C:22]([CH3:26])([CH3:25])[O:21][C:20]([CH3:28])([CH3:27])[C:19]2=[O:18])[CH:10]=1. The catalyst class is: 11. (6) Product: [OH:30]/[CH:29]=[C:3]1\[CH:4]2[CH2:18][C:17]3[C:12](=[CH:13][CH:14]=[CH:15][CH:16]=3)[CH:5]2[N:6]([C:7]([O:9][CH2:10][CH3:11])=[O:8])[C:2]\1=[O:1]. The catalyst class is: 7. Reactant: [O:1]=[C:2]1[N:6]([C:7]([O:9][CH2:10][CH3:11])=[O:8])[CH:5]2[C:12]3[C:17]([CH2:18][CH:4]2[CH2:3]1)=[CH:16][CH:15]=[CH:14][CH:13]=3.C[Si]([N-][Si](C)(C)C)(C)C.[Li+].[CH:29](OCC)=[O:30].O. (7) Reactant: [C:1]([O:5][C:6](=[O:24])[C:7]1[CH:12]=[CH:11][C:10]([CH2:13][N:14]2[C:19](=[O:20])[C:18]([CH3:21])=[C:17](Cl)[NH:16][C:15]2=[O:23])=[CH:9][CH:8]=1)([CH3:4])([CH3:3])[CH3:2].[SH2:25].[Na]. Product: [C:1]([O:5][C:6](=[O:24])[C:7]1[CH:12]=[CH:11][C:10]([CH2:13][N:14]2[C:19](=[O:20])[C:18]([CH3:21])=[C:17]([SH:25])[NH:16][C:15]2=[O:23])=[CH:9][CH:8]=1)([CH3:4])([CH3:3])[CH3:2]. The catalyst class is: 9. (8) Reactant: [Br:1][C:2]1[CH:3]=[CH:4][C:5]2[C:13](=[O:14])[C:12](=[O:15])[C:11]3[N:10]([CH3:16])[C:9]([CH2:17]Br)=[C:8]([C:19]([O:21][CH2:22][CH3:23])=[O:20])[C:7]=3[C:6]=2[CH:24]=1.[CH:25]([NH2:28])([CH3:27])[CH3:26]. Product: [Br:1][C:2]1[CH:3]=[CH:4][C:5]2[C:13](=[O:14])[C:12](=[O:15])[C:11]3[N:10]([CH3:16])[C:9]([CH2:17][NH:28][CH:25]([CH3:27])[CH3:26])=[C:8]([C:19]([O:21][CH2:22][CH3:23])=[O:20])[C:7]=3[C:6]=2[CH:24]=1. The catalyst class is: 11. (9) Reactant: [CH2:1]([O:3][C:4]1[CH:8]=[C:7]([CH3:9])[NH:6][N:5]=1)[CH3:2].[Br:10]Br. Product: [Br:10][C:8]1[C:4]([O:3][CH2:1][CH3:2])=[N:5][NH:6][C:7]=1[CH3:9]. The catalyst class is: 8. (10) Reactant: [C:1]1([C:11]2[CH:16]=[CH:15][CH:14]=[CH:13][CH:12]=2)[CH:6]=[CH:5][C:4]([CH2:7][C:8]([OH:10])=O)=[CH:3][CH:2]=1.[Cl-].[Cl-].[NH3+:19][C@@H:20]([C:22]1[S:23][C:24]([CH3:27])=[CH:25][NH+:26]=1)[CH3:21].C1C=NC2N(O)N=NC=2C=1.C(Cl)CCl.CCN(C(C)C)C(C)C. Product: [C:1]1([C:11]2[CH:16]=[CH:15][CH:14]=[CH:13][CH:12]=2)[CH:2]=[CH:3][C:4]([CH2:7][C:8]([NH:19][C@@H:20]([C:22]2[S:23][C:24]([CH3:27])=[CH:25][N:26]=2)[CH3:21])=[O:10])=[CH:5][CH:6]=1. The catalyst class is: 3.